This data is from Peptide-MHC class II binding affinity with 134,281 pairs from IEDB. The task is: Regression. Given a peptide amino acid sequence and an MHC pseudo amino acid sequence, predict their binding affinity value. This is MHC class II binding data. (1) The peptide sequence is LSPISNMVSMANNHV. The MHC is DRB3_0101 with pseudo-sequence DRB3_0101. The binding affinity (normalized) is 0.262. (2) The peptide sequence is NGNATPQLTKNAGVL. The MHC is DRB3_0202 with pseudo-sequence DRB3_0202. The binding affinity (normalized) is 0.248. (3) The peptide sequence is EKKIFAATQFEPLAA. The MHC is HLA-DPA10301-DPB10402 with pseudo-sequence HLA-DPA10301-DPB10402. The binding affinity (normalized) is 0.858. (4) The MHC is DRB4_0101 with pseudo-sequence DRB4_0103. The peptide sequence is FVAAAKYMVIQGEPG. The binding affinity (normalized) is 0.581. (5) The peptide sequence is EKKYFAFTQFEPLAA. The MHC is HLA-DPA10103-DPB10401 with pseudo-sequence HLA-DPA10103-DPB10401. The binding affinity (normalized) is 1.00.